Task: Predict which catalyst facilitates the given reaction.. Dataset: Catalyst prediction with 721,799 reactions and 888 catalyst types from USPTO (1) Reactant: [CH3:1][O:2][C:3]1[CH:4]=[C:5]([CH:8]=[CH:9][CH:10]=1)[CH2:6]Br.[Mg].II.[Cl:14][C:15]1[CH:16]=[C:17]([CH:26]=[C:27]([Cl:29])[CH:28]=1)[CH2:18][N:19]1[CH:23]=[CH:22][N:21]=[C:20]1[CH:24]=[O:25]. Product: [Cl:14][C:15]1[CH:16]=[C:17]([CH:26]=[C:27]([Cl:29])[CH:28]=1)[CH2:18][N:19]1[CH:23]=[CH:22][N:21]=[C:20]1[CH:24]([OH:25])[CH2:6][C:5]1[CH:8]=[CH:9][CH:10]=[C:3]([O:2][CH3:1])[CH:4]=1. The catalyst class is: 20. (2) Reactant: [NH:1]1[CH2:5][CH2:4][CH2:3][C@H:2]1[CH2:6][O:7][C:8]1[CH:17]=[CH:16][C:11]([C:12]([O:14][CH3:15])=[O:13])=[CH:10][C:9]=1[C:18]([O:20][CH3:21])=[O:19].[CH3:22][O:23][C:24]1[CH:25]=[C:26]([CH2:41][C:42](O)=[O:43])[CH:27]=[CH:28][C:29]=1[NH:30][C:31]([NH:33][C:34]1[CH:39]=[CH:38][CH:37]=[CH:36][C:35]=1[CH3:40])=[O:32].CCN(CC)CC. The catalyst class is: 31. Product: [CH3:22][O:23][C:24]1[CH:25]=[C:26]([CH2:41][C:42]([N:1]2[CH2:5][CH2:4][CH2:3][C@H:2]2[CH2:6][O:7][C:8]2[CH:17]=[CH:16][C:11]([C:12]([O:14][CH3:15])=[O:13])=[CH:10][C:9]=2[C:18]([O:20][CH3:21])=[O:19])=[O:43])[CH:27]=[CH:28][C:29]=1[NH:30][C:31]([NH:33][C:34]1[CH:39]=[CH:38][CH:37]=[CH:36][C:35]=1[CH3:40])=[O:32]. (3) Reactant: [N+:1]([C:4]1[CH:9]=[CH:8][CH:7]=[CH:6][C:5]=1[NH:10][NH2:11])([O-:3])=[O:2].[CH3:12][CH2:13][C:14](=O)[C:15](=[O:18])[CH2:16][CH3:17].C(O)C. Product: [N+:1]([C:4]1[CH:9]=[CH:8][CH:7]=[CH:6][C:5]=1[NH:10][N:11]=[C:14]([C:15](=[O:18])[CH2:16][CH3:17])[CH2:13][CH3:12])([O-:3])=[O:2]. The catalyst class is: 445. (4) Reactant: [Br:1][C:2]1[CH:7]=[CH:6][C:5]([C:8]([NH:10][CH2:11][C@@H:12]2[CH2:16][CH2:15][N:14]([C:17]([O:19][C:20]([CH3:23])([CH3:22])[CH3:21])=[O:18])[CH2:13]2)=O)=[CH:4][CH:3]=1.C1C=CC(P(C2C=CC=CC=2)C2C=CC=CC=2)=CC=1.CC(OC(/N=N/C(OC(C)C)=O)=O)C.[Si]([N:61]=[N+:62]=[N-:63])(C)(C)C. Product: [Br:1][C:2]1[CH:7]=[CH:6][C:5]([C:8]2[N:10]([CH2:11][C@@H:12]3[CH2:16][CH2:15][N:14]([C:17]([O:19][C:20]([CH3:23])([CH3:22])[CH3:21])=[O:18])[CH2:13]3)[N:63]=[N:62][N:61]=2)=[CH:4][CH:3]=1. The catalyst class is: 1. (5) Reactant: Br[C:2]1[CH:3]=[C:4]([S:8]([N:11]2[CH2:16][CH2:15][N:14]([C:17]([C:19]3[CH:24]=[CH:23][CH:22]=[CH:21][CH:20]=3)=[O:18])[CH2:13][CH:12]2[CH3:25])(=[O:10])=[O:9])[CH:5]=[CH:6][CH:7]=1.[NH:26]1[CH:30]=[N:29][CH:28]=[N:27]1.[OH-].[K+].CO.C(Cl)(Cl)Cl. The catalyst class is: 2. Product: [CH3:25][CH:12]1[N:11]([S:8]([C:4]2[CH:5]=[CH:6][CH:7]=[C:2]([N:26]3[CH:30]=[N:29][CH:28]=[N:27]3)[CH:3]=2)(=[O:10])=[O:9])[CH2:16][CH2:15][N:14]([C:17]([C:19]2[CH:24]=[CH:23][CH:22]=[CH:21][CH:20]=2)=[O:18])[CH2:13]1. (6) Reactant: [OH:1][C:2]1[CH:3]=[C:4]([CH:7]=[CH:8][CH:9]=1)[CH:5]=O.[CH3:10][C:11]1[CH:18]=[C:17]([CH3:19])[CH:16]=[C:15]([CH3:20])[C:12]=1[CH2:13][NH2:14].[BH4-].[Na+].Cl.C([O-])(O)=O.[Na+]. Product: [CH3:10][C:11]1[CH:18]=[C:17]([CH3:19])[CH:16]=[C:15]([CH3:20])[C:12]=1[CH2:13][NH:14][CH2:5][C:4]1[CH:3]=[C:2]([OH:1])[CH:9]=[CH:8][CH:7]=1. The catalyst class is: 5.